This data is from Forward reaction prediction with 1.9M reactions from USPTO patents (1976-2016). The task is: Predict the product of the given reaction. (1) Given the reactants Br[C:2]1[CH:7]=[CH:6][C:5]([CH:8]2[CH2:10][CH2:9]2)=[CH:4][CH:3]=1.[Li]CCCC.[F:16][C:17]1[CH:22]=[CH:21][CH:20]=[C:19]([F:23])[C:18]=1[C:24]1[O:25][C:26](=[O:31])[C:27]([CH3:30])([CH3:29])[N:28]=1, predict the reaction product. The product is: [CH:8]1([C:5]2[CH:6]=[CH:7][C:2]([C:26](=[O:31])[C:27]([NH:28][C:24](=[O:25])[C:18]3[C:17]([F:16])=[CH:22][CH:21]=[CH:20][C:19]=3[F:23])([CH3:30])[CH3:29])=[CH:3][CH:4]=2)[CH2:10][CH2:9]1. (2) Given the reactants [OH:1][C:2]1[CH:3]=[C:4]2[C:8](=[CH:9][CH:10]=1)[N:7]([C:11]([C:13]1[CH:14]=[C:15]([CH:20]=[CH:21][CH:22]=1)[C:16]([O:18][CH3:19])=[O:17])=[O:12])[CH:6]=[CH:5]2.[Cl:23][C:24]1[CH:29]=[CH:28][CH:27]=[C:26]([Cl:30])[C:25]=1[C:31]1[C:35]([CH2:36]O)=[C:34]([CH:38]([CH3:40])[CH3:39])[O:33][N:32]=1.C1(P(C2C=CC=CC=2)C2C=CC=CC=2)C=CC=CC=1.N(C(OC(C)C)=O)=NC(OC(C)C)=O, predict the reaction product. The product is: [Cl:30][C:26]1[CH:27]=[CH:28][CH:29]=[C:24]([Cl:23])[C:25]=1[C:31]1[C:35]([CH2:36][O:1][C:2]2[CH:3]=[C:4]3[C:8](=[CH:9][CH:10]=2)[N:7]([C:11]([C:13]2[CH:14]=[C:15]([CH:20]=[CH:21][CH:22]=2)[C:16]([O:18][CH3:19])=[O:17])=[O:12])[CH:6]=[CH:5]3)=[C:34]([CH:38]([CH3:40])[CH3:39])[O:33][N:32]=1. (3) Given the reactants [Cl:1][C:2]1[CH:7]=[C:6]([O:8][C:9]([F:12])([F:11])[F:10])[CH:5]=[CH:4][C:3]=1[NH2:13].C[Al](C)C.[CH3:18][S:19]([C:22]1[CH:23]=[CH:24][C:25]([C:28](OC)=[O:29])=[N:26][CH:27]=1)(=[O:21])=[O:20].Cl, predict the reaction product. The product is: [Cl:1][C:2]1[CH:7]=[C:6]([O:8][C:9]([F:11])([F:12])[F:10])[CH:5]=[CH:4][C:3]=1[NH:13][C:28]([C:25]1[CH:24]=[CH:23][C:22]([S:19]([CH3:18])(=[O:21])=[O:20])=[CH:27][N:26]=1)=[O:29]. (4) Given the reactants [NH2:1][C:2]1[S:6][N:5]=[C:4](/[C:7](=[N:34]/[O:35][C:36]([C:39]([O:41]C(C)(C)C)=[O:40])([CH3:38])[CH3:37])/[C:8]([NH:10][C@@H:11]2[C:32](=[O:33])[N:13]3[C:14]([C:20]([O:22]CC4C=CC(OC)=CC=4)=[O:21])=[C:15]([CH2:18]Cl)[CH2:16][S:17][C@H:12]23)=[O:9])[N:3]=1.C[Si](C)(C)NC(N[Si](C)(C)C)=O.[I-].[K+].C(OC([NH:67][CH2:68][C@H:69]([NH:99]/[C:100](/[NH:109]C(=O)OC(C)(C)C)=[N:101]/C(=O)OC(C)(C)C)[C:70]([NH:72][C:73]1[CH:74]=[N:75][N:76]([CH3:98])[C:77]=1[NH:78]C(C1C=CC=CC=1)(C1C=CC=CC=1)C1C=CC=CC=1)=[O:71])=O)(C)(C)C.[S:117](=[O:121])(=[O:120])([OH:119])[OH:118], predict the reaction product. The product is: [S:117]([O-:121])([OH:120])(=[O:119])=[O:118].[NH2:1][C:2]1[S:6][N:5]=[C:4](/[C:7](=[N:34]/[O:35][C:36]([C:39]([OH:41])=[O:40])([CH3:37])[CH3:38])/[C:8]([NH:10][C@@H:11]2[C:32](=[O:33])[N:13]3[C:14]([C:20]([OH:22])=[O:21])=[C:15]([CH2:18][N+:75]4[N:76]([CH3:98])[C:77]([NH2:78])=[C:73]([NH:72][C:70](=[O:71])[C@@H:69]([NH:99][C:100]([NH2:109])=[NH:101])[CH2:68][NH2:67])[CH:74]=4)[CH2:16][S:17][C@H:12]23)=[O:9])[N:3]=1. (5) Given the reactants [Si]([O:8][CH2:9][CH2:10][C:11]1[CH:16]=[CH:15][C:14]([Cl:17])=[CH:13][C:12]=1[C@H:18]([C:20]1[CH:24]=[C:23]([CH:25]2[O:29][CH2:28][CH2:27][O:26]2)[S:22][C:21]=1[CH3:30])[OH:19])(C(C)(C)C)(C)C, predict the reaction product. The product is: [Cl:17][C:14]1[CH:15]=[CH:16][C:11]([CH2:10][CH2:9][OH:8])=[C:12]([C@H:18]([C:20]2[CH:24]=[C:23]([CH:25]3[O:29][CH2:28][CH2:27][O:26]3)[S:22][C:21]=2[CH3:30])[OH:19])[CH:13]=1. (6) Given the reactants [C:1]([NH:20][C:21]1[CH:25]=[CH:24][N:23]([CH2:26][CH2:27][NH:28][C:29]2[CH:34]=[CH:33][C:32]([NH2:35])=[CH:31][CH:30]=2)[N:22]=1)([C:14]1[CH:19]=[CH:18][CH:17]=[CH:16][CH:15]=1)([C:8]1[CH:13]=[CH:12][CH:11]=[CH:10][CH:9]=1)[C:2]1[CH:7]=[CH:6][CH:5]=[CH:4][CH:3]=1.[Cl:36][C:37]1[CH:45]=[CH:44][C:40]([C:41](O)=[O:42])=[C:39]([N:46]([CH3:48])[CH3:47])[CH:38]=1.ON1C2C=CC=CC=2N=N1.Cl.CN(C)CCCN=C=NCC, predict the reaction product. The product is: [Cl:36][C:37]1[CH:45]=[CH:44][C:40]([C:41]([NH:35][C:32]2[CH:31]=[CH:30][C:29]([NH:28][CH2:27][CH2:26][N:23]3[CH:24]=[CH:25][C:21]([NH:20][C:1]([C:14]4[CH:19]=[CH:18][CH:17]=[CH:16][CH:15]=4)([C:8]4[CH:9]=[CH:10][CH:11]=[CH:12][CH:13]=4)[C:2]4[CH:3]=[CH:4][CH:5]=[CH:6][CH:7]=4)=[N:22]3)=[CH:34][CH:33]=2)=[O:42])=[C:39]([N:46]([CH3:48])[CH3:47])[CH:38]=1.